From a dataset of Full USPTO retrosynthesis dataset with 1.9M reactions from patents (1976-2016). Predict the reactants needed to synthesize the given product. Given the product [C:13]([O:17][C:18]([N:20]1[CH2:23][CH:22]([O:24][C:25]2[CH:30]=[C:29]([Cl:31])[CH:28]=[CH:27][C:26]=2[O:12][CH2:11][C:4]2[CH:3]=[C:2]([CH3:1])[O:6][C:5]=2[C:7]([F:10])([F:8])[F:9])[CH2:21]1)=[O:19])([CH3:16])([CH3:14])[CH3:15], predict the reactants needed to synthesize it. The reactants are: [CH3:1][C:2]1[O:6][C:5]([C:7]([F:10])([F:9])[F:8])=[C:4]([CH2:11][OH:12])[CH:3]=1.[C:13]([O:17][C:18]([N:20]1[CH2:23][CH:22]([O:24][C:25]2[CH:30]=[C:29]([Cl:31])[CH:28]=[CH:27][C:26]=2O)[CH2:21]1)=[O:19])([CH3:16])([CH3:15])[CH3:14].